Predict the reaction yield, written as a fraction of the theoretical maximum amount of product (1.0 means a 100% yield; for example, 0.34 means a 34% yield). From a dataset of Reaction yield outcomes from USPTO patents with 853,638 reactions. (1) The reactants are [Br:1][C:2]1[CH:7]=[CH:6][C:5]([S:8](Cl)(=[O:10])=[O:9])=[C:4]([O:12][C:13]([F:16])([F:15])[F:14])[CH:3]=1.[CH3:17][N:18]([CH3:24])[CH2:19][CH2:20][NH:21][CH2:22][CH3:23]. No catalyst specified. The product is [Br:1][C:2]1[CH:7]=[CH:6][C:5]([S:8]([N:21]([CH2:20][CH2:19][N:18]([CH3:24])[CH3:17])[CH2:22][CH3:23])(=[O:10])=[O:9])=[C:4]([O:12][C:13]([F:16])([F:15])[F:14])[CH:3]=1. The yield is 0.980. (2) The reactants are [CH3:1][C:2]1([CH3:13])[C:10]2[C:5](=[CH:6][CH:7]=[CH:8][CH:9]=2)[CH:4]([CH:11]=O)[CH2:3]1.C[C:15]1[NH:16]C2C(C=1C=O)=CC=CC=2. No catalyst specified. The product is [CH3:1][C:2]1([CH3:13])[C:10]2[C:5](=[CH:6][CH:7]=[CH:8][CH:9]=2)[CH:4]([CH2:11][NH:16][CH3:15])[CH2:3]1. The yield is 0.810. (3) The reactants are [I:1]I.[NH:3]1[C:11]2[C:6](=[CH:7][C:8]([C:12]([O:14][CH3:15])=[O:13])=[CH:9][CH:10]=2)[CH:5]=[CH:4]1.C(=O)([O-])[O-].[K+].[K+].S(=O)(O)[O-].[Na+]. The catalyst is CN(C=O)C.O. The product is [I:1][C:5]1[C:6]2[C:11](=[CH:10][CH:9]=[C:8]([C:12]([O:14][CH3:15])=[O:13])[CH:7]=2)[NH:3][CH:4]=1. The yield is 0.900. (4) The product is [Br:1][C:2]1[C:10]2[CH:9]=[N:8][C:7]([NH:38][CH2:34][CH2:35][CH2:36][CH3:37])=[N:6][C:5]=2[N:4]([CH2:13][C@H:14]2[CH2:19][CH2:18][C@H:17]([NH:20][C:21](=[O:27])[O:22][C:23]([CH3:26])([CH3:25])[CH3:24])[CH2:16][CH2:15]2)[CH:3]=1. The catalyst is O.C1COCC1.CS(C)=O. The reactants are [Br:1][C:2]1[C:10]2[CH:9]=[N:8][C:7](Cl)=[N:6][C:5]=2[NH:4][CH:3]=1.I[CH2:13][C@H:14]1[CH2:19][CH2:18][C@H:17]([NH:20][C:21](=[O:27])[O:22][C:23]([CH3:26])([CH3:25])[CH3:24])[CH2:16][CH2:15]1.C([O-])([O-])=O.[K+].[K+].[CH2:34]([NH2:38])[CH2:35][CH2:36][CH3:37]. The yield is 0.730. (5) The reactants are CS(O[CH2:6][CH2:7][CH2:8][C:9]([CH3:14])([N+:11]([O-:13])=[O:12])[CH3:10])(=O)=O.[I-:15].[Na+].O. The catalyst is CC(C)=O. The product is [CH3:10][C:9]([N+:11]([O-:13])=[O:12])([CH3:14])[CH2:8][CH2:7][CH2:6][I:15]. The yield is 0.996. (6) The reactants are C1(OC)C=CC=CC=1.FC(F)(F)C(O)=O.[CH3:16][O:17][C:18]([C:20]1[CH:21]=[C:22]([CH:32]=[CH:33][CH:34]=1)[O:23][CH2:24][C:25]([O:27]C(C)(C)C)=[O:26])=[O:19]. The catalyst is C(Cl)Cl. The product is [CH3:16][O:17][C:18]([C:20]1[CH:21]=[C:22]([CH:32]=[CH:33][CH:34]=1)[O:23][CH2:24][C:25]([OH:27])=[O:26])=[O:19]. The yield is 0.870. (7) The reactants are [OH:1][C:2]1[CH:9]=[CH:8][C:5]([CH:6]=O)=[C:4]([O:10][CH3:11])[CH:3]=1.[NH:12]1[CH2:17][CH2:16][CH2:15][CH2:14][CH2:13]1.C(O[BH-](OC(=O)C)OC(=O)C)(=O)C.[Na+]. The catalyst is C(Cl)Cl.CC(C)[O-].[Ti+4].CC(C)[O-].CC(C)[O-].CC(C)[O-]. The product is [CH3:11][O:10][C:4]1[CH:3]=[C:2]([OH:1])[CH:9]=[CH:8][C:5]=1[CH2:6][N:12]1[CH2:17][CH2:16][CH2:15][CH2:14][CH2:13]1. The yield is 0.300. (8) The reactants are C1(P(C2CCCCC2)C2C=CC=CC=2C2C=CC=CC=2)CCCCC1.[CH3:26][O:27][C:28]1[CH:29]=[C:30]([NH2:40])[CH:31]=[CH:32][C:33]=1[N:34]1[CH:38]=[C:37]([CH3:39])[N:36]=[CH:35]1.[CH2:41]([C:48]1[CH:53]=[CH:52][N:51]=[C:50](Cl)[N:49]=1)[C:42]1[CH:47]=[CH:46][CH:45]=[CH:44][CH:43]=1.C(=O)([O-])[O-].[K+].[K+]. The catalyst is O1CCOCC1.C([O-])(=O)C.[Pd+2].C([O-])(=O)C. The product is [CH2:41]([C:48]1[CH:53]=[CH:52][N:51]=[C:50]([NH:40][C:30]2[CH:31]=[CH:32][C:33]([N:34]3[CH:38]=[C:37]([CH3:39])[N:36]=[CH:35]3)=[C:28]([O:27][CH3:26])[CH:29]=2)[N:49]=1)[C:42]1[CH:43]=[CH:44][CH:45]=[CH:46][CH:47]=1. The yield is 0.450.